This data is from Full USPTO retrosynthesis dataset with 1.9M reactions from patents (1976-2016). The task is: Predict the reactants needed to synthesize the given product. (1) Given the product [CH3:1][O:2][C:3]1[CH:8]=[C:7]([CH2:9][NH2:10])[N:6]=[C:5]([C:11]2[CH:16]=[CH:15][CH:14]=[CH:13][N:12]=2)[CH:4]=1, predict the reactants needed to synthesize it. The reactants are: [CH3:1][O:2][C:3]1[CH:8]=[C:7]([C:9]#[N:10])[N:6]=[C:5]([C:11]2[CH:16]=[CH:15][CH:14]=[CH:13][N:12]=2)[CH:4]=1.[H-].[H-].[H-].[H-].[Li+].[Al+3].O.[OH-].[Na+]. (2) Given the product [Cl:1][C:2]1[CH:7]=[CH:6][C:5]([CH:8]([C:22]2[CH:27]=[CH:26][C:25]([S:28]([CH3:31])(=[O:30])=[O:29])=[CH:24][CH:23]=2)[CH2:9]/[C:10](/[C:12]2[CH:13]=[CH:14][C:15](=[O:21])[N:16]([CH2:18][CH2:19][OH:20])[CH:17]=2)=[N:34]\[OH:35])=[C:4]([CH3:32])[CH:3]=1, predict the reactants needed to synthesize it. The reactants are: [Cl:1][C:2]1[CH:7]=[CH:6][C:5]([CH:8]([C:22]2[CH:27]=[CH:26][C:25]([S:28]([CH3:31])(=[O:30])=[O:29])=[CH:24][CH:23]=2)[CH2:9][C:10]([C:12]2[CH:13]=[CH:14][C:15](=[O:21])[N:16]([CH2:18][CH2:19][OH:20])[CH:17]=2)=O)=[C:4]([CH3:32])[CH:3]=1.Cl.[NH2:34][OH:35].C(=O)([O-])O.[Na+]. (3) Given the product [CH3:19][O:18][C:8]1[CH:9]=[C:10]([CH:16]=[CH:17][C:7]=1[NH:6][C:4](=[O:5])[CH2:3]/[N:2]=[CH:30]/[CH:29]=[C:28]([CH3:32])[CH3:27])[C:11]([O:13][CH2:14][CH3:15])=[O:12], predict the reactants needed to synthesize it. The reactants are: Cl.[NH2:2][CH2:3][C:4]([NH:6][C:7]1[CH:17]=[CH:16][C:10]([C:11]([O:13][CH2:14][CH3:15])=[O:12])=[CH:9][C:8]=1[O:18][CH3:19])=[O:5].C(N(CC)CC)C.[CH3:27][C:28]([CH3:32])=[CH:29][CH:30]=O. (4) Given the product [C:23]([C:25](=[CH:36][C:37]1[CH:42]=[CH:41][CH:40]=[CH:39][C:38]=1[F:43])[C:26]([NH:8][C@H:7]([C:9]([OH:11])=[O:10])[CH2:6][C:5]1[C:12]2[C:17](=[CH:16][CH:15]=[CH:14][CH:13]=2)[N:3]([CH3:2])[CH:4]=1)=[O:27])#[N:24], predict the reactants needed to synthesize it. The reactants are: O.[CH3:2][N:3]1[C:17]2[C:12](=[CH:13][CH:14]=[CH:15][CH:16]=2)[C:5]([CH2:6][C@@H:7]([C:9]([OH:11])=[O:10])[NH2:8])=[CH:4]1.C(=O)([O-])O.[Na+].[C:23]([C:25](=[CH:36][C:37]1[CH:42]=[CH:41][CH:40]=[CH:39][C:38]=1[F:43])[C:26](ON1C(=O)CCC1=O)=[O:27])#[N:24]. (5) Given the product [C:15]([C:2]1([OH:1])[CH2:7][CH2:6][N:5]([C:8]([O:10][C:11]([CH3:13])([CH3:12])[CH3:14])=[O:9])[CH2:4][CH2:3]1)#[CH:16], predict the reactants needed to synthesize it. The reactants are: [OH:1][C:2]1([C:15]#[C:16][Si](C)(C)C)[CH2:7][CH2:6][N:5]([C:8]([O:10][C:11]([CH3:14])([CH3:13])[CH3:12])=[O:9])[CH2:4][CH2:3]1.[F-].C([N+](CCCC)(CCCC)CCCC)CCC.O. (6) Given the product [CH2:18]1[C:26]2[C:21](=[C:22]([N:27]3[CH2:32][CH2:31][N:30]([CH2:16][CH2:15][CH2:14][CH2:13][O:12][C:8]4[N:9]=[C:10]5[C:5]([CH:4]=[CH:3][C:2](=[O:1])[NH:11]5)=[CH:6][CH:7]=4)[CH2:29][CH2:28]3)[CH:23]=[CH:24][CH:25]=2)[CH2:20][O:19]1, predict the reactants needed to synthesize it. The reactants are: [O:1]=[C:2]1[NH:11][C:10]2[N:9]=[C:8]([O:12][CH2:13][CH2:14][CH2:15][CH:16]=O)[CH:7]=[CH:6][C:5]=2[CH:4]=[CH:3]1.[CH2:18]1[C:26]2[C:21](=[C:22]([N:27]3[CH2:32][CH2:31][NH:30][CH2:29][CH2:28]3)[CH:23]=[CH:24][CH:25]=2)[CH2:20][O:19]1.[BH-](OC(C)=O)(OC(C)=O)OC(C)=O.[Na+]. (7) Given the product [CH3:26][C:5]1[CH:4]=[C:3]([CH:8]=[CH:7][C:6]=1[S:9]([N:12]1[CH2:17][CH2:16][NH:15][C@H:14]([CH3:25])[CH2:13]1)(=[O:11])=[O:10])[C:1]#[N:2], predict the reactants needed to synthesize it. The reactants are: [C:1]([C:3]1[CH:8]=[CH:7][C:6]([S:9]([N:12]2[CH2:17][CH2:16][N:15](C(OC(C)(C)C)=O)[C@H:14]([CH3:25])[CH2:13]2)(=[O:11])=[O:10])=[C:5]([CH3:26])[CH:4]=1)#[N:2].C(O)(C(F)(F)F)=O. (8) Given the product [C:34]([C:33]1[CH:32]=[CH:31][C:30]([NH:29][CH2:28][CH2:27][CH2:26][N:21]2[CH2:22][CH:23]3[CH:18]([N:17]([CH3:16])[C:41](=[O:42])[CH2:40][CH:39]([CH3:44])[CH3:38])[CH:19]([CH2:25][CH2:24]3)[CH2:20]2)=[CH:37][CH:36]=1)#[N:35], predict the reactants needed to synthesize it. The reactants are: C1(N=C=NC2CCCCC2)CCCCC1.[CH3:16][NH:17][CH:18]1[CH:23]2[CH2:24][CH2:25][CH:19]1[CH2:20][N:21]([CH2:26][CH2:27][CH2:28][NH:29][C:30]1[CH:37]=[CH:36][C:33]([C:34]#[N:35])=[CH:32][CH:31]=1)[CH2:22]2.[CH3:38][CH:39]([CH3:44])[CH2:40][C:41](O)=[O:42].C([O-])([O-])=O.[K+].[K+]. (9) Given the product [CH2:19]([NH:20][S:8]([C:5]1[CH:6]=[CH:7][C:2]([Br:1])=[C:3]([Cl:12])[CH:4]=1)(=[O:10])=[O:9])[C:13]1[CH:18]=[CH:17][CH:16]=[CH:15][CH:14]=1, predict the reactants needed to synthesize it. The reactants are: [Br:1][C:2]1[CH:7]=[CH:6][C:5]([S:8](Cl)(=[O:10])=[O:9])=[CH:4][C:3]=1[Cl:12].[C:13]1([CH2:19][NH2:20])[CH:18]=[CH:17][CH:16]=[CH:15][CH:14]=1. (10) The reactants are: [F:1][C:2]1[C:3](OC)=[C:4]([C:7](F)=[CH:8][CH:9]=1)[C:5]#[N:6].[OH2:13].[NH2:14][NH2:15].[CH2:16](O)C. Given the product [F:1][C:2]1[C:3]([O:13][CH3:16])=[C:4]2[C:7](=[CH:8][CH:9]=1)[NH:15][N:14]=[C:5]2[NH2:6], predict the reactants needed to synthesize it.